Dataset: Experimentally validated miRNA-target interactions with 360,000+ pairs, plus equal number of negative samples. Task: Binary Classification. Given a miRNA mature sequence and a target amino acid sequence, predict their likelihood of interaction. (1) The miRNA is hsa-miR-2116-5p with sequence GGUUCUUAGCAUAGGAGGUCU. The protein sequence of the target gene is MGKDFRYYFQHPWSRMIVAYLVIFFNFLIFAEDPVSHSQTEANVIVVGNCFSFVTNKYPRGVGWRILKVLLWLLAILTGLIAGKFLFHQRLFGQLLRLKMFREDHGSWMTMFFSTILFLFIFSHIYNTILLMDGNMGAYIITDYMGIRNESFMKLAAVGTWMGDFVTAWMVTDMMLQDKPYPDWGKSARAFWKKGNVRITLFWTVLFTLTSVVVLVITTDWISWDKLNRGFLPSDEVSRAFLASFILVFDLLIVMQDWEFPHFMGDVDVNLPGLHTPHMQFKIPFFQKIFKEEYRIHITG.... Result: 1 (interaction). (2) The miRNA is hsa-miR-4300 with sequence UGGGAGCUGGACUACUUC. The protein sequence of the target gene is MEVCQELRKPALSLECGHCSFRGTDYENVQLHMGSIHPEFCDDMDAGGLGKLIFYQKSAKLFHCHKCFFTSKLYANVYYHITARHAASDKWSEQPKEQPSKDTESGKSPSPPERQNPAFDPAEARPTPALPMEAQKTSPSLCPESQASGPPVLEPQGAGPLISPEPQAPCLPAEASKAAPVPCPERVDPPCELPELEKPERGPSPESVKSALVSSKPPKHSSFADTGAAPSALSPESPVLATSPEPWGPSLSASPESRKPARTASPEPRKPSPAESPELWKPFPAIASEPRRPTPAVSPG.... Result: 0 (no interaction). (3) The miRNA is hsa-miR-8069 with sequence GGAUGGUUGGGGGCGGUCGGCGU. The protein sequence of the target gene is MRTNRLSWILVLSVVIFLVIINTINASDDEERLMVDVFRGYNSLIQPVRNSSELPLIVKMALQLVLLINVDEKDQVMHTNVWLTLQWHDFQMKWNPVNYGEIKQIRVSPDKVWLPDIVLFNNADGNYEVSFMCNVVINHKGDMLWVPPAIYKSSCIIDVEFFPFDEQVCTLVFGSWTYNENEIKLEFVQAELVDVSEYSASSIWDVIDVPASLVNKRSRIEFQVRIRRKTLFYTVVLIIPTVLMAFLSMAVFFLPTDSGEKITLTISVLLSIVVFLLLVSKILPPTSSTIPLMAKYLLLT.... Result: 0 (no interaction). (4) The miRNA is hsa-miR-548al with sequence AACGGCAAUGACUUUUGUACCA. The protein sequence of the target gene is MATVAPKGNCLVARAIPSDSHADQLTDLLCKLSVNGDANQKSVNKFESQHGVTPSDFRDIQNIRSSALAKKTKTSKFQLDGVTLFADLTPNSKSKKKTENQETKEKDEEAEEKKDGPPKDDKELKMKKEKEQEDENAELDEQKKDGDLLGRGPVHNVRVATGGSHPYHRAQIPYGCAAQTPITDISAYTGYGSGYECGSTWSLSPDTTIGSISASTTPDTVLSSDGYGSASPPQHSPKESLQSPFSDISSADTSRVLTPENNELPESLQDFILQYSNQYTKEESIRGRPPSADSGVSSPM.... Result: 0 (no interaction). (5) The miRNA is hsa-miR-26a-5p with sequence UUCAAGUAAUCCAGGAUAGGCU. The protein sequence of the target gene is MECPHLSSSVCIAPDSAKFPNGSPSSWCCSVCRSNKSPWVCLTCSSVHCGRYVNGHAKKHYEDAQVPLTNHKKSEKQDKVQHTVCMDCSSYSTYCYRCDDFVVNDTKLGLVQKVREHLQNLENSAFTADRHKKRKLLENSTLNSKLLKVNGSTTAICATGLRNLGNTCFMNAILQSLSNIEQFCCYFKELPAVELRNGKTAGRRTYHTRSQGDNNVSLVEEFRKTLCALWQGSQTAFSPESLFYVVWKIMPNFRGYQQQDAHEFMRYLLDHLHLELQGGFNGVSRSAILQENSTLSASNK.... Result: 1 (interaction).